The task is: Binary Classification. Given a miRNA mature sequence and a target amino acid sequence, predict their likelihood of interaction.. This data is from Experimentally validated miRNA-target interactions with 360,000+ pairs, plus equal number of negative samples. (1) The miRNA is mmu-miR-297b-3p with sequence UAUACAUACACACAUACCCAUA. Result: 0 (no interaction). The protein sequence of the target gene is MLAARHFLGGLVPVRVSVRFSSGTTAPKKTSFGSLKDEDRIFTNLYGRHDWRLKGALRRGDWYKTKEILLKGPDWILGEMKTSGLRGRGGAGFPTGLKWSFMNKPSDGRPKYLVVNADEGEPGTCKDREIMRHDPHKLVEGCLVGGRAMGARAAYIYIRGEFYNEASNLQVAIREAYEAGLIGKNACGSDYDFDVFVVRGAGAYICGEETALIESIEGKQGKPRLKPPFPADVGVFGCPTTVANVETVAVSPTICRRGGTWFAGFGRERNSGTKLFNISGHVNHPCTVEEEMSVPLKELI.... (2) The miRNA is mmu-miR-3091-3p with sequence CGGGCCUGACCAGUCUCAAGAC. The protein sequence of the target gene is MKMPLLVSHLLLISLTSCLGDFTWHRRYGHGVSEEDKGFGPIFEEQPINTIYPEESLEGKVSLNCRARASPFPVYKWRMNNGDVDLTNDRYSMVGGNLVINNPDKQKDAGVYYCLASNNYGMVRSTEATLSFGYLDPFPPEERPEVKVKEGKGMVLLCDPPYHFPDDLSYRWLLNEFPVFITMDKRRFVSQTNGNLYIANVESSDRGNYSCFVSSPSITKSVFSKFIPLIPIPERTTKPYPADIVVQFKDIYTMMGQNVTLECFALGNPVPDIRWRKVLEPMPSTAEISTSGAVLKIFNI.... Result: 0 (no interaction). (3) The miRNA is hsa-miR-875-3p with sequence CCUGGAAACACUGAGGUUGUG. The protein sequence of the target gene is MEPVTKWSPKQVVDWTRGLDDCLQQYVHKFEREKINGEQLLQISHQDLEELGVTRIGHQELVLEAVDLLCALNYGLETDNMKNLVLKLRASSHNLQNYISSRRKSPAYDGNTSRKAPNEFLTSVVELIGAAKALLAWLDRAPFTGITDFSVTKNKIIQLCLDLTTTVQKDCFVAEMEDKVLTVVKVLNGICDKTIRSTTDPVMSQCACLEEVHLPNIKPGEGLGMYIKSTYDGLHVITGTTENSPADRSQKIHAGDEVIQVNQQTVVGWQLKNLVKKLRENPTGVVLLLKKRPTGSFNFT.... Result: 0 (no interaction). (4) The miRNA is mmu-miR-692 with sequence AUCUCUUUGAGCGCCUCACUC. The protein sequence of the target gene is MDYPKMDYFLDVESAHRLLDVESAQRFFYSQGAQARRATLLLPPTLMAASSEDDIDRRPIRRVRSKSDTPYLAEARISFNLGAAEEVERLAAMRSDSLVPGTHTPPIRRRSKFANLGRIFKPWKWRKKKSEKFKHTSAALERKISMRQSREELIKRGVLKEIYDKDGELSISNEDDSLENGQSLSSSQLSLPALSEMEPVPMPRDPCSYEVLQASDIMDGPDPGAPVKLPCLPVKLSPPLPPKKVLICMPVGGPELTLASYAAQKSSQQAVAQHHHTVLPSQMQHQLQYGSHGQHLPSST.... Result: 1 (interaction).